This data is from Catalyst prediction with 721,799 reactions and 888 catalyst types from USPTO. The task is: Predict which catalyst facilitates the given reaction. Reactant: [CH2:1]([O:3][CH:4]([O:63][CH2:64][CH3:65])[C@@H:5]([N:7]([CH2:52][C:53]1[C:62]2[C:57](=[CH:58][CH:59]=[CH:60][CH:61]=2)[CH:56]=[CH:55][CH:54]=1)[C:8](=[O:51])[C@@H:9]([NH:33]C(=O)OCC1C2C=CC=CC=2C2C1=CC=CC=2)[CH2:10][C:11](=[O:32])[NH:12][C:13]([C:26]1[CH:31]=[CH:30][CH:29]=[CH:28][CH:27]=1)([C:20]1[CH:25]=[CH:24][CH:23]=[CH:22][CH:21]=1)[C:14]1[CH:19]=[CH:18][CH:17]=[CH:16][CH:15]=1)[CH3:6])[CH3:2].N1CCCCC1.CC(=O)OCC.CO. Product: [NH2:33][C@@H:9]([CH2:10][C:11]([NH:12][C:13]([C:26]1[CH:31]=[CH:30][CH:29]=[CH:28][CH:27]=1)([C:14]1[CH:15]=[CH:16][CH:17]=[CH:18][CH:19]=1)[C:20]1[CH:21]=[CH:22][CH:23]=[CH:24][CH:25]=1)=[O:32])[C:8]([N:7]([C@@H:5]([CH3:6])[CH:4]([O:3][CH2:1][CH3:2])[O:63][CH2:64][CH3:65])[CH2:52][C:53]1[C:62]2[C:57](=[CH:58][CH:59]=[CH:60][CH:61]=2)[CH:56]=[CH:55][CH:54]=1)=[O:51]. The catalyst class is: 2.